From a dataset of Full USPTO retrosynthesis dataset with 1.9M reactions from patents (1976-2016). Predict the reactants needed to synthesize the given product. (1) Given the product [CH2:1]([N:8]([CH:18]1[CH2:22][CH2:21][CH2:20][CH2:19]1)[CH2:9][C:10]([F:29])([CH3:16])[C:11]([O:13][CH2:14][CH3:15])=[O:12])[C:2]1[CH:7]=[CH:6][CH:5]=[CH:4][CH:3]=1, predict the reactants needed to synthesize it. The reactants are: [CH2:1]([N:8]([CH:18]1[CH2:22][CH2:21][CH2:20][CH2:19]1)[CH2:9][C:10](O)([CH3:16])[C:11]([O:13][CH2:14][CH3:15])=[O:12])[C:2]1[CH:7]=[CH:6][CH:5]=[CH:4][CH:3]=1.CCN(S(F)(F)[F:29])CC. (2) Given the product [C:1]([N:8]1[CH2:9][CH2:10][CH:11]([CH2:14][CH2:15][CH2:16][C:17]([N:19]([CH2:44][CH3:45])[CH2:20][C:21]([NH:23][C@H:24]([C:29]([NH:31][C@H:32]([C:40]([OH:42])=[O:41])[CH2:33][CH:34]2[CH2:39][CH2:38][CH2:37][CH2:36][CH2:35]2)=[O:30])[CH2:25][C:26](=[O:27])[OH:28])=[O:22])=[O:18])[CH2:12][CH2:13]1)([O:3][C:4]([CH3:6])([CH3:5])[CH3:7])=[O:2], predict the reactants needed to synthesize it. The reactants are: [C:1]([N:8]1[CH2:13][CH2:12][CH:11]([CH2:14][CH2:15][CH2:16][C:17]([N:19]([CH2:44][CH3:45])[CH2:20][C:21]([NH:23][C@H:24]([C:29]([NH:31][C@H:32]([C:40]([O:42]C)=[O:41])[CH2:33][CH:34]2[CH2:39][CH2:38][CH2:37][CH2:36][CH2:35]2)=[O:30])[CH2:25][C:26](=[O:28])[OH:27])=[O:22])=[O:18])[CH2:10][CH2:9]1)([O:3][C:4]([CH3:7])([CH3:6])[CH3:5])=[O:2].[OH-].[Na+].Cl.